Dataset: Forward reaction prediction with 1.9M reactions from USPTO patents (1976-2016). Task: Predict the product of the given reaction. (1) Given the reactants Br[C:2]1[CH:3]=[CH:4][CH:5]=[C:6]2[C:10]=1[NH:9][C:8]([C:11]([O:13][CH2:14][CH3:15])=[O:12])=[C:7]2[CH2:16][CH2:17][CH2:18][O:19][C:20]1[C:29]2[C:24](=[CH:25][CH:26]=[CH:27][CH:28]=2)[CH:23]=[CH:22][CH:21]=1.[B:30]1([B:30]2[O:34][C:33]([CH3:36])([CH3:35])[C:32]([CH3:38])([CH3:37])[O:31]2)[O:34][C:33]([CH3:36])([CH3:35])[C:32]([CH3:38])([CH3:37])[O:31]1.C([O-])(=O)C.[K+], predict the reaction product. The product is: [C:20]1([O:19][CH2:18][CH2:17][CH2:16][C:7]2[C:6]3[C:10](=[C:2]([B:30]4[O:34][C:33]([CH3:36])([CH3:35])[C:32]([CH3:38])([CH3:37])[O:31]4)[CH:3]=[CH:4][CH:5]=3)[NH:9][C:8]=2[C:11]([O:13][CH2:14][CH3:15])=[O:12])[C:29]2[C:24](=[CH:25][CH:26]=[CH:27][CH:28]=2)[CH:23]=[CH:22][CH:21]=1. (2) Given the reactants [C:1]([CH:6]=P(C1C=CC=CC=1)(C1C=CC=CC=1)C1C=CC=CC=1)([O:3][CH2:4][CH3:5])=[O:2].[CH3:26][CH:27]([CH3:30])[CH:28]=O, predict the reaction product. The product is: [CH3:26][CH:27]([CH3:30])/[CH:28]=[CH:6]/[C:1]([O:3][CH2:4][CH3:5])=[O:2].